This data is from Full USPTO retrosynthesis dataset with 1.9M reactions from patents (1976-2016). The task is: Predict the reactants needed to synthesize the given product. Given the product [CH2:1]([O:8][C:9]1[CH:10]=[CH:11][C:12]([CH2:15][C:16]([NH:33][C:34]2[CH:39]=[CH:27][CH:26]=[C:25]3[C:29]=2[CH:47]=[N:48][N:24]3[CH2:23][CH2:40][N:41]2[CH2:46][CH2:45][CH2:43][CH2:42]2)=[O:18])=[CH:13][CH:14]=1)[C:2]1[CH:3]=[CH:4][CH:5]=[CH:6][CH:7]=1, predict the reactants needed to synthesize it. The reactants are: [CH2:1]([O:8][C:9]1[CH:14]=[CH:13][C:12]([CH2:15][C:16]([OH:18])=O)=[CH:11][CH:10]=1)[C:2]1[CH:7]=[CH:6][CH:5]=[CH:4][CH:3]=1.Cl.C(N=[C:23]=[N:24][C:25]([CH3:29])(C)[CH2:26][CH3:27])C.ON1C2C=CC=[CH:39][C:34]=2[N:33]=N1.[CH3:40][N:41]1[CH2:46][CH2:45]O[CH2:43][CH2:42]1.[CH3:47][N:48](C=O)C.